This data is from Forward reaction prediction with 1.9M reactions from USPTO patents (1976-2016). The task is: Predict the product of the given reaction. Given the reactants [Cl:1][C:2]1[CH:7]=[CH:6][C:5]([C@H:8]2[C@H:12]([NH:13][CH3:14])[CH2:11][N:10]([C:15]([CH:17]3[CH2:22][CH2:21][N:20]([C:23]([C:25]4([CH3:28])[CH2:27][CH2:26]4)=[O:24])[CH2:19][CH2:18]3)=[O:16])[CH2:9]2)=[CH:4][CH:3]=1.Cl[C:30]([O:32][CH2:33][CH:34]([CH3:36])[CH3:35])=[O:31], predict the reaction product. The product is: [CH2:33]([O:32][C:30](=[O:31])[N:13]([C@H:12]1[C@H:8]([C:5]2[CH:6]=[CH:7][C:2]([Cl:1])=[CH:3][CH:4]=2)[CH2:9][N:10]([C:15]([CH:17]2[CH2:22][CH2:21][N:20]([C:23]([C:25]3([CH3:28])[CH2:27][CH2:26]3)=[O:24])[CH2:19][CH2:18]2)=[O:16])[CH2:11]1)[CH3:14])[CH:34]([CH3:36])[CH3:35].